This data is from Catalyst prediction with 721,799 reactions and 888 catalyst types from USPTO. The task is: Predict which catalyst facilitates the given reaction. Reactant: Br[C:2]1[CH:14]=[CH:13][C:12]2[C:11]3[C:6](=[CH:7][C:8](Br)=[CH:9][CH:10]=3)[C:5]([CH2:19][CH2:20][CH3:21])([CH2:16][CH2:17][CH3:18])[C:4]=2[CH:3]=1.[CH3:22][C@@H:23]([CH2:42][CH2:43][CH:44]=[C:45]([CH3:47])[CH3:46])[CH2:24][CH2:25][O:26][C:27]1[CH:32]=[CH:31][C:30]([C:33]2(B(O)O)[N:38]=[CH:37][CH:36]=[CH:35][NH:34]2)=[CH:29][CH:28]=1.[C:48](=[O:51])([O-])[O-].[Na+].[Na+]. Product: [CH3:22][C@@H:23]([CH2:42][CH2:43][CH:44]=[C:45]([CH3:47])[CH3:46])[CH2:24][CH2:25][O:26][C:27]1[CH:32]=[CH:31][C:30]([C:33]2[N:38]=[CH:37][C:36]([C:2]3[CH:14]=[CH:13][C:12]4[C:11]5[C:6](=[CH:7][C:8]([C:36]6[CH:37]=[N:38][C:33]([C:30]7[CH:29]=[CH:28][C:27]([O:51][CH2:48][CH2:46][C@@H:45]([CH3:47])[CH2:44][CH2:43][CH:42]=[C:23]([CH3:22])[CH3:24])=[CH:32][CH:31]=7)=[N:34][CH:35]=6)=[CH:9][CH:10]=5)[C:5]([CH2:19][CH2:20][CH3:21])([CH2:16][CH2:17][CH3:18])[C:4]=4[CH:3]=3)=[CH:35][N:34]=2)=[CH:29][CH:28]=1. The catalyst class is: 276.